Dataset: Full USPTO retrosynthesis dataset with 1.9M reactions from patents (1976-2016). Task: Predict the reactants needed to synthesize the given product. (1) Given the product [CH2:1]([O:3][C:4]([N:6]1[C:10]2=[N:11][CH:12]=[C:13]([Br:15])[CH:14]=[C:9]2[CH:8]=[C:7]1[O:16][S:27]([C:30]([F:33])([F:32])[F:31])(=[O:28])=[O:26])=[O:5])[CH3:2], predict the reactants needed to synthesize it. The reactants are: [CH2:1]([O:3][C:4]([N:6]1[C:10]2=[N:11][CH:12]=[C:13]([Br:15])[CH:14]=[C:9]2[CH2:8][C:7]1=[O:16])=[O:5])[CH3:2].CCN(C(C)C)C(C)C.[O:26](S(C(F)(F)F)(=O)=O)[S:27]([C:30]([F:33])([F:32])[F:31])(=O)=[O:28]. (2) Given the product [CH3:3][N:4]1[C:8]([C:9](=[O:11])[CH2:10][C:22]([O:21][CH3:20])=[O:23])=[N:7][CH:6]=[N:5]1, predict the reactants needed to synthesize it. The reactants are: [H-].[Na+].[CH3:3][N:4]1[C:8]([C:9](=[O:11])[CH3:10])=[N:7][CH:6]=[N:5]1.Cl.C([O-])(O)=O.[Na+].[Na+].[Cl-].[CH3:20][O:21][C:22](=O)[O:23]C. (3) Given the product [CH2:1]([O:8][C:9]1[CH:14]=[C:13]([C:30]2[CH:29]=[N:28][N:27]([CH2:24][CH2:25][CH3:26])[CH:31]=2)[CH:12]=[CH:11][C:10]=1[N:16]1[S:20](=[O:22])(=[O:21])[NH:19][CH2:18][C:17]1=[O:42])[C:2]1[CH:7]=[CH:6][CH:5]=[CH:4][CH:3]=1, predict the reactants needed to synthesize it. The reactants are: [CH2:1]([O:8][C:9]1[CH:14]=[C:13](I)[CH:12]=[CH:11][C:10]=1[N:16]1[S:20](=[O:22])(=[O:21])[NH:19][C:18](=O)[CH2:17]1)[C:2]1[CH:7]=[CH:6][CH:5]=[CH:4][CH:3]=1.[CH2:24]([N:27]1[CH:31]=[C:30](B2OC(C)(C)C(C)(C)O2)[CH:29]=[N:28]1)[CH2:25][CH3:26].C([O-])([O-])=[O:42].[Na+].[Na+]. (4) Given the product [Br:7][C:8]1[CH:13]=[C:12]([F:14])[CH:11]=[CH:10][C:9]=1[CH:15]([NH:17][C:3](=[O:4])[CH:2]([F:6])[F:1])[CH3:16], predict the reactants needed to synthesize it. The reactants are: [F:1][CH:2]([F:6])[C:3](O)=[O:4].[Br:7][C:8]1[CH:13]=[C:12]([F:14])[CH:11]=[CH:10][C:9]=1[CH:15]([NH2:17])[CH3:16].Cl.CN(C)CCCN=C=NCC.O.ON1C2C=CC=CC=2N=N1.C(N(CC)CC)C. (5) The reactants are: [NH2:1][CH2:2][C:3]1([C:8]2[CH:13]=[CH:12][C:11]([O:14][CH3:15])=[CH:10][CH:9]=2)[CH2:5][CH:4]1[CH2:6]O.S(Cl)([Cl:18])=O. Given the product [ClH:18].[CH3:15][O:14][C:11]1[CH:12]=[CH:13][C:8]([C@:3]23[CH2:5][C@H:4]2[CH2:6][NH:1][CH2:2]3)=[CH:9][CH:10]=1, predict the reactants needed to synthesize it. (6) Given the product [CH3:23][C:13]1[S:14][C:15]([C:16]2[CH:17]=[C:18]([CH3:22])[CH:19]=[CH:20][CH:21]=2)=[C:11]([C:9]([N:8]2[CH2:7][C@@H:6]3[C@@H:4]([CH2:5]3)[C@H:3]2[CH2:2][NH:1][C:33]([C:31]2[CH:30]=[CH:29][C:28]3[O:24][CH2:25][O:26][C:27]=3[CH:32]=2)=[O:34])=[O:10])[N:12]=1, predict the reactants needed to synthesize it. The reactants are: [NH2:1][CH2:2][C@H:3]1[N:8]([C:9]([C:11]2[N:12]=[C:13]([CH3:23])[S:14][C:15]=2[C:16]2[CH:17]=[C:18]([CH3:22])[CH:19]=[CH:20][CH:21]=2)=[O:10])[CH2:7][C@@H:6]2[C@H:4]1[CH2:5]2.[O:24]1[C:28]2[CH:29]=[CH:30][C:31]([C:33](O)=[O:34])=[CH:32][C:27]=2[O:26][CH2:25]1.